Dataset: Reaction yield outcomes from USPTO patents with 853,638 reactions. Task: Predict the reaction yield, written as a fraction of the theoretical maximum amount of product (1.0 means a 100% yield; for example, 0.34 means a 34% yield). (1) The reactants are [Br:1][C:2]1[CH:7]=[CH:6][C:5]([OH:8])=[CH:4][CH:3]=1.[CH2:9](Br)[C:10]([C:12]1[CH:17]=[CH:16][CH:15]=[CH:14][CH:13]=1)=[O:11].C(=O)([O-])[O-].[K+].[K+]. The catalyst is C(#N)C. The product is [Br:1][C:2]1[CH:7]=[CH:6][C:5]([O:8][CH2:9][C:10]([C:12]2[CH:17]=[CH:16][CH:15]=[CH:14][CH:13]=2)=[O:11])=[CH:4][CH:3]=1. The yield is 0.860. (2) The reactants are [Br:1][C:2]1[CH:3]=[CH:4][CH:5]=[C:6]2[C:11]=1[N:10]=[CH:9][CH:8]=[C:7]2[CH:12]=O.[NH2:14][OH:15]. The catalyst is C(O)C.O. The product is [Br:1][C:2]1[CH:3]=[CH:4][CH:5]=[C:6]2[C:11]=1[N:10]=[CH:9][CH:8]=[C:7]2[CH:12]=[N:14][OH:15]. The yield is 0.860. (3) The yield is 0.640. The catalyst is CC#N.C1COCC1. The reactants are [NH2:1][CH2:2][CH:3]([CH:5]1[CH2:10][CH2:9][N:8]([CH2:11][C:12]2[CH:17]=[CH:16][CH:15]=[CH:14][CH:13]=2)[CH2:7][CH2:6]1)[OH:4].[CH3:18][C:19]([O:22][C:23](O[C:23]([O:22][C:19]([CH3:21])([CH3:20])[CH3:18])=[O:24])=[O:24])([CH3:21])[CH3:20]. The product is [OH:4][CH:3]([CH:5]1[CH2:6][CH2:7][N:8]([CH2:11][C:12]2[CH:13]=[CH:14][CH:15]=[CH:16][CH:17]=2)[CH2:9][CH2:10]1)[CH2:2][NH:1][C:23](=[O:24])[O:22][C:19]([CH3:21])([CH3:20])[CH3:18]. (4) The reactants are [Cl:1][C:2]1[CH:3]=[CH:4][C:5]([C:12]#[CH:13])=[C:6]([CH:11]=1)[C:7]([O:9][CH3:10])=[O:8]. The catalyst is C(OCC)(=O)C.[Pd]. The product is [Cl:1][C:2]1[CH:3]=[CH:4][C:5]([CH2:12][CH3:13])=[C:6]([CH:11]=1)[C:7]([O:9][CH3:10])=[O:8]. The yield is 0.939. (5) The reactants are [Cl:1][C:2]1[CH:3]=[C:4]([CH:7]=[CH:8][CH:9]=1)[NH:5][CH3:6].Cl[C:11](Cl)(OC(=O)OC(Cl)(Cl)Cl)Cl.[CH3:22][C@@H:23]1[NH:28][CH2:27][C:26]2[C:29]([C:32]3[S:33][CH:34]=[CH:35][CH:36]=3)=[N:30][NH:31][C:25]=2[CH2:24]1.[OH2:37]. The catalyst is C(Cl)Cl. The product is [Cl:1][C:2]1[CH:3]=[C:4]([N:5]([CH3:11])[C:6]([N:28]2[C@@H:23]([CH3:22])[CH2:24][C:25]3[NH:31][N:30]=[C:29]([C:32]4[S:33][CH:34]=[CH:35][CH:36]=4)[C:26]=3[CH2:27]2)=[O:37])[CH:7]=[CH:8][CH:9]=1. The yield is 0.230.